This data is from Experimentally validated miRNA-target interactions with 360,000+ pairs, plus equal number of negative samples. The task is: Binary Classification. Given a miRNA mature sequence and a target amino acid sequence, predict their likelihood of interaction. Result: 0 (no interaction). The miRNA is hsa-miR-8055 with sequence CUUUGAGCACAUGAGCAGACGGA. The protein sequence of the target gene is MSESLVVCDVAEDLVEKLRKFRFRKETHNAAIIMKIDKDERLVVLDEELEGVSPDELKDELPERQPRFIVYSYKYQHDDGRVSYPLCFIFSSPVGCKPEQQMMYAGSKNKLVQTAELTKVFEIRNTEDLTEEWLREKLGFFH.